This data is from Forward reaction prediction with 1.9M reactions from USPTO patents (1976-2016). The task is: Predict the product of the given reaction. (1) Given the reactants [CH2:1]([O:3][C:4](=[O:20])[C:5]([O:8][C:9]1[CH:18]=[C:17]([OH:19])[C:16]2[C:11](=[CH:12][CH:13]=[CH:14][CH:15]=2)[CH:10]=1)([CH3:7])[CH3:6])[CH3:2].[CH:21]1([C:24]2[C:29]([CH2:30]O)=[CH:28][N:27]=[C:26]([C:32]3[CH:37]=[CH:36][C:35]([C:38]([F:41])([F:40])[F:39])=[CH:34][CH:33]=3)[N:25]=2)[CH2:23][CH2:22]1, predict the reaction product. The product is: [CH2:1]([O:3][C:4](=[O:20])[C:5]([O:8][C:9]1[CH:18]=[C:17]([O:19][CH2:30][C:29]2[C:24]([CH:21]3[CH2:23][CH2:22]3)=[N:25][C:26]([C:32]3[CH:33]=[CH:34][C:35]([C:38]([F:40])([F:41])[F:39])=[CH:36][CH:37]=3)=[N:27][CH:28]=2)[C:16]2[C:11](=[CH:12][CH:13]=[CH:14][CH:15]=2)[CH:10]=1)([CH3:7])[CH3:6])[CH3:2]. (2) The product is: [N:49]([CH2:2][CH2:3][CH2:4][S:5]([O:8][CH2:9][C:10]([CH3:32])([CH3:31])[C@@H:11]([O:23][CH2:24][C:25]1[CH:30]=[CH:29][CH:28]=[CH:27][CH:26]=1)[C:12]([O:14][CH2:15][CH2:16][O:17][C:18]([O:20][CH2:21][CH3:22])=[O:19])=[O:13])(=[O:7])=[O:6])=[N+:50]=[N-:51]. Given the reactants Cl[CH2:2][CH2:3][CH2:4][S:5]([O:8][CH2:9][C:10]([CH3:32])([CH3:31])[C@@H:11]([O:23][CH2:24][C:25]1[CH:30]=[CH:29][CH:28]=[CH:27][CH:26]=1)[C:12]([O:14][CH2:15][CH2:16][O:17][C:18]([O:20][CH2:21][CH3:22])=[O:19])=[O:13])(=[O:7])=[O:6].CC(C)([C@@H](OCC1C=CC=CC=1)C=C)CO.[N-:49]=[N+:50]=[N-:51].[Na+], predict the reaction product. (3) Given the reactants [CH2:1]([C:11]1[CH:31]=[CH:30][C:14]([C:15]([NH:17][C:18]2([CH2:24][C:25]([O:27][CH2:28][CH3:29])=[O:26])[CH2:22][CH2:21][N:20]([CH3:23])[CH2:19]2)=[O:16])=[CH:13][CH:12]=1)[CH2:2][CH2:3][CH2:4][CH2:5][CH2:6][CH2:7][CH2:8][CH2:9][CH3:10].[CH3:32][I:33], predict the reaction product. The product is: [I-:33].[CH2:1]([C:11]1[CH:31]=[CH:30][C:14]([C:15]([NH:17][C:18]2([CH2:24][C:25]([O:27][CH2:28][CH3:29])=[O:26])[CH2:22][CH2:21][N+:20]([CH3:32])([CH3:23])[CH2:19]2)=[O:16])=[CH:13][CH:12]=1)[CH2:2][CH2:3][CH2:4][CH2:5][CH2:6][CH2:7][CH2:8][CH2:9][CH3:10]. (4) Given the reactants C[O:2][C:3]([C:5]1[CH:14]=[C:13]([O:15][CH2:16][C:17](=[O:30])[N:18]([C:20]2[CH:25]=[CH:24][CH:23]=[C:22]([C:26]([O:28]C)=[O:27])[CH:21]=2)[CH3:19])[C:12]2[C:7](=[CH:8][C:9]([Cl:32])=[CH:10][C:11]=2[Cl:31])[CH:6]=1)=[O:4].[Li+].[OH-], predict the reaction product. The product is: [C:26]([C:22]1[CH:21]=[C:20]([N:18]([CH3:19])[C:17]([CH2:16][O:15][C:13]2[C:12]3[C:7](=[CH:8][C:9]([Cl:32])=[CH:10][C:11]=3[Cl:31])[CH:6]=[C:5]([C:3]([OH:4])=[O:2])[CH:14]=2)=[O:30])[CH:25]=[CH:24][CH:23]=1)([OH:28])=[O:27].